Dataset: Catalyst prediction with 721,799 reactions and 888 catalyst types from USPTO. Task: Predict which catalyst facilitates the given reaction. (1) Reactant: [CH3:1][N:2]1[C:10]2[C:5](=[CH:6][CH:7]=[C:8]([C:11]([OH:13])=O)[CH:9]=2)[C:4]([CH3:15])([CH3:14])[C:3]1=[O:16].C1N=CN(C(N2C=NC=C2)=O)C=1.O/[N:30]=[C:31](\[NH2:33])/[CH3:32].C(O)(=O)C. Product: [CH3:1][N:2]1[C:10]2[C:5](=[CH:6][CH:7]=[C:8]([C:11]3[O:13][N:33]=[C:31]([CH3:32])[N:30]=3)[CH:9]=2)[C:4]([CH3:15])([CH3:14])[C:3]1=[O:16]. The catalyst class is: 1. (2) Reactant: [CH:1]([C:4]1[C:8]([CH2:9][CH2:10][C:11](OCC)=[O:12])=[CH:7][N:6]([C:16]2[CH:21]=[C:20]([C:22]([F:25])([F:24])[F:23])[CH:19]=[CH:18][N:17]=2)[N:5]=1)([CH3:3])[CH3:2].[H-].C([Al+]CC(C)C)C(C)C.Cl. Product: [CH:1]([C:4]1[C:8]([CH2:9][CH2:10][CH2:11][OH:12])=[CH:7][N:6]([C:16]2[CH:21]=[C:20]([C:22]([F:23])([F:25])[F:24])[CH:19]=[CH:18][N:17]=2)[N:5]=1)([CH3:3])[CH3:2]. The catalyst class is: 188. (3) Reactant: Br[C:2]1[CH:7]=[CH:6][C:5]([NH:8][C:9]([NH:11][CH3:12])=[O:10])=[CH:4][CH:3]=1.[B:13]1([B:13]2[O:17][C:16]([CH3:19])([CH3:18])[C:15]([CH3:21])([CH3:20])[O:14]2)[O:17][C:16]([CH3:19])([CH3:18])[C:15]([CH3:21])([CH3:20])[O:14]1.CC([O-])=O.[K+].C(Cl)Cl. Product: [CH3:12][NH:11][C:9]([NH:8][C:5]1[CH:6]=[CH:7][C:2]([B:13]2[O:17][C:16]([CH3:19])([CH3:18])[C:15]([CH3:21])([CH3:20])[O:14]2)=[CH:3][CH:4]=1)=[O:10]. The catalyst class is: 11. (4) Reactant: [C:1]([O:5][C:6]([N:8]1[CH2:13][CH2:12][CH:11]([N:14]2[CH:18]=[N:17][C:16]([CH2:19][O:20]S(C)(=O)=O)=[N:15]2)[CH2:10][CH2:9]1)=[O:7])([CH3:4])([CH3:3])[CH3:2].[F:25][C:26]1[CH:31]=[C:30]([S:32]([CH3:35])(=[O:34])=[O:33])[CH:29]=[CH:28][C:27]=1O. Product: [C:1]([O:5][C:6]([N:8]1[CH2:9][CH2:10][CH:11]([N:14]2[CH:18]=[N:17][C:16]([CH2:19][O:20][C:27]3[CH:28]=[CH:29][C:30]([S:32]([CH3:35])(=[O:34])=[O:33])=[CH:31][C:26]=3[F:25])=[N:15]2)[CH2:12][CH2:13]1)=[O:7])([CH3:2])([CH3:3])[CH3:4]. The catalyst class is: 10. (5) Reactant: CC([N:5]([C:9]1[CH:14]=[CH:13][C:12]([C:15]2[CH:20]=[CH:19][C:18]([CH:21]([N:29]([C:31](=[O:46])[CH2:32][N:33]3[C:38]4[CH:39]=[C:40]([Cl:44])[C:41]([Cl:43])=[CH:42][C:37]=4[O:36][CH2:35][C:34]3=[O:45])[CH3:30])[CH2:22][N:23]3[CH2:28][CH2:27][O:26][CH2:25][CH2:24]3)=[CH:17][CH:16]=2)=[CH:11][CH:10]=1)C(=O)[O-])(C)C.FC(F)(F)C(O)=O. Product: [NH2:5][C:9]1[CH:10]=[CH:11][C:12]([C:15]2[CH:20]=[CH:19][C:18]([CH:21]([N:29]([CH3:30])[C:31](=[O:46])[CH2:32][N:33]3[C:38]4[CH:39]=[C:40]([Cl:44])[C:41]([Cl:43])=[CH:42][C:37]=4[O:36][CH2:35][C:34]3=[O:45])[CH2:22][N:23]3[CH2:24][CH2:25][O:26][CH2:27][CH2:28]3)=[CH:17][CH:16]=2)=[CH:13][CH:14]=1. The catalyst class is: 4.